The task is: Predict which catalyst facilitates the given reaction.. This data is from Catalyst prediction with 721,799 reactions and 888 catalyst types from USPTO. (1) The catalyst class is: 14. Product: [CH3:1][O:2][C:3]1[CH:4]=[CH:5][C:6]([CH2:7][N:8]2[C:12]3[NH:13][CH2:14][CH2:15][CH:16]([O:17][C:18]4[CH:23]=[CH:22][C:21]([NH2:24])=[CH:20][C:19]=4[F:27])[C:11]=3[C:10]([I:28])=[N:9]2)=[CH:29][CH:30]=1. Reactant: [CH3:1][O:2][C:3]1[CH:30]=[CH:29][C:6]([CH2:7][N:8]2[C:12]3=[N:13][CH:14]=[CH:15][C:16]([O:17][C:18]4[CH:23]=[CH:22][C:21]([N+:24]([O-])=O)=[CH:20][C:19]=4[F:27])=[C:11]3[C:10]([I:28])=[N:9]2)=[CH:5][CH:4]=1. (2) Reactant: C([O-])([O-])=O.[K+].[K+].Cl[CH2:8][CH2:9][CH2:10][C:11]1[N:15]([C:16]([C:29]2[CH:34]=[CH:33][CH:32]=[CH:31][CH:30]=2)([C:23]2[CH:28]=[CH:27][CH:26]=[CH:25][CH:24]=2)[C:17]2[CH:22]=[CH:21][CH:20]=[CH:19][CH:18]=2)[N:14]=[N:13][N:12]=1.[Cl:35][C:36]1[CH:37]=[C:38]([OH:57])[CH:39]=[CH:40][C:41]=1[CH:42]([CH3:56])[C:43]([C:49]1[CH:54]=[CH:53][N:52]=[C:51]([Cl:55])[CH:50]=1)([OH:48])[C:44]([F:47])([F:46])[F:45].O. Product: [Cl:55][C:51]1[CH:50]=[C:49]([C:43]([OH:48])([CH:42]([C:41]2[CH:40]=[CH:39][C:38]([O:57][CH2:8][CH2:9][CH2:10][C:11]3[N:15]([C:16]([C:29]4[CH:34]=[CH:33][CH:32]=[CH:31][CH:30]=4)([C:23]4[CH:24]=[CH:25][CH:26]=[CH:27][CH:28]=4)[C:17]4[CH:22]=[CH:21][CH:20]=[CH:19][CH:18]=4)[N:14]=[N:13][N:12]=3)=[CH:37][C:36]=2[Cl:35])[CH3:56])[C:44]([F:47])([F:46])[F:45])[CH:54]=[CH:53][N:52]=1. The catalyst class is: 60. (3) Reactant: Cl.[F:2][CH2:3][CH:4]([N:7]1[CH2:11][C@@H:10]([C:12]2[CH:17]=[CH:16][CH:15]=[CH:14][CH:13]=2)[C@H:9]([NH2:18])[CH2:8]1)[CH2:5][F:6].[C:19]1([N:25]2[C:29]([NH:30][C:31](=O)[O:32]C3C=CC=CC=3)=[C:28]3[CH2:40][CH2:41][CH2:42][C:27]3=[N:26]2)[CH:24]=[CH:23][CH:22]=[CH:21][CH:20]=1.CCN(C(C)C)C(C)C. Product: [F:6][CH2:5][CH:4]([N:7]1[CH2:11][C@@H:10]([C:12]2[CH:17]=[CH:16][CH:15]=[CH:14][CH:13]=2)[C@H:9]([NH:18][C:31]([NH:30][C:29]2[N:25]([C:19]3[CH:20]=[CH:21][CH:22]=[CH:23][CH:24]=3)[N:26]=[C:27]3[CH2:42][CH2:41][CH2:40][C:28]=23)=[O:32])[CH2:8]1)[CH2:3][F:2]. The catalyst class is: 3. (4) Reactant: CS(O[CH2:6][CH2:7][CH:8]([S:13][CH3:14])[C:9]([F:12])([F:11])[F:10])(=O)=O.[F:15][C:16]([F:28])([F:27])[CH2:17][CH2:18][S:19]([CH2:22][C:23]([O:25][CH3:26])=[O:24])(=[O:21])=[O:20].[H-].[Na+].Cl. Product: [F:12][C:9]([F:10])([F:11])[CH:8]([S:13][CH3:14])[CH2:7][CH2:6][CH:22]([S:19]([CH2:18][CH2:17][C:16]([F:27])([F:28])[F:15])(=[O:21])=[O:20])[C:23]([O:25][CH3:26])=[O:24]. The catalyst class is: 16. (5) Reactant: Br.C(OC(=O)C)(=O)C.C(O)(=O)C.[CH3:13][C:14]([C@H:16]1[C@@H:20]2[C@@H:21]3[C@@:34]([CH3:37])([CH2:35][CH2:36][C@@:19]2([CH2:46][O:47][C:48]([CH3:50])=[O:49])[CH2:18][CH2:17]1)[C@@:33]1([CH3:38])[C@@H:24]([C@:25]2([CH3:45])[C@@H:30]([CH2:31][CH2:32]1)[C:29]([CH3:40])([CH3:39])[C@@H:28]([O:41][C:42]([CH3:44])=[O:43])[CH2:27][CH2:26]2)[CH2:23][CH2:22]3)=[CH2:15]. Product: [CH3:15][CH:14]([C:16]1[CH2:17][CH2:18][C@@:19]2([CH2:46][O:47][C:48]([CH3:50])=[O:49])[C:20]=1[C@@H:21]1[C@@:34]([CH3:37])([CH2:35][CH2:36]2)[C@@:33]2([CH3:38])[C@@H:24]([C@:25]3([CH3:45])[C@@H:30]([CH2:31][CH2:32]2)[C:29]([CH3:40])([CH3:39])[C@@H:28]([O:41][C:42]([CH3:44])=[O:43])[CH2:27][CH2:26]3)[CH2:23][CH2:22]1)[CH3:13]. The catalyst class is: 93. (6) Reactant: [C:1]([O:5][C:6](=[O:21])[N:7]([CH2:11][C:12]1[CH:17]=[CH:16][CH:15]=[CH:14][C:13]=1[N:18]=[N+:19]=[N-:20])[CH2:8][C:9]#[CH:10])([CH3:4])([CH3:3])[CH3:2]. Product: [C:1]([O:5][C:6]([N:7]1[CH2:8][C:9]2[N:18]([N:19]=[N:20][CH:10]=2)[C:13]2[CH:14]=[CH:15][CH:16]=[CH:17][C:12]=2[CH2:11]1)=[O:21])([CH3:4])([CH3:2])[CH3:3]. The catalyst class is: 11. (7) Reactant: [F:1][C:2]1[CH:3]=[C:4]([CH2:13][O:14][C:15]2[CH:20]=[CH:19][C:18]([CH2:21][CH2:22][C:23]([O:25][CH3:26])=[O:24])=[C:17]([CH3:27])[C:16]=2[CH3:28])[C:5]2[O:9][C:8]([CH2:10][OH:11])=[CH:7][C:6]=2[CH:12]=1.CC(OI1(OC(C)=O)(OC(C)=O)OC(=O)C2C=CC=CC1=2)=O. Product: [F:1][C:2]1[CH:3]=[C:4]([CH2:13][O:14][C:15]2[CH:20]=[CH:19][C:18]([CH2:21][CH2:22][C:23]([O:25][CH3:26])=[O:24])=[C:17]([CH3:27])[C:16]=2[CH3:28])[C:5]2[O:9][C:8]([CH:10]=[O:11])=[CH:7][C:6]=2[CH:12]=1. The catalyst class is: 91.